This data is from Full USPTO retrosynthesis dataset with 1.9M reactions from patents (1976-2016). The task is: Predict the reactants needed to synthesize the given product. (1) Given the product [C:1]([C:4]1[C:22](=[O:23])[C@@:8]2([CH3:24])[C:9]3[C:15]([OH:16])=[CH:14][C:13]([O:17][CH3:18])=[C:12]([C:19]([NH:21][CH2:35][C:28]4[CH:27]=[CH:34][CH:33]=[CH:32][C:29]=4[CH3:30])=[O:20])[C:10]=3[O:11][C:7]2=[CH:6][C:5]=1[OH:25])(=[O:3])[CH3:2], predict the reactants needed to synthesize it. The reactants are: [C:1]([C:4]1[C:22](=[O:23])[C@@:8]2([CH3:24])[C:9]3[C:15]([OH:16])=[CH:14][C:13]([O:17][CH3:18])=[C:12]([C:19]([NH2:21])=[O:20])[C:10]=3[O:11][C:7]2=[CH:6][C:5]=1[OH:25])(=[O:3])[CH3:2].C[C:27]1[CH:28]=[C:29]([CH:32]=[CH:33][CH:34]=1)[CH:30]=O.[CH2:35]([SiH](CC)CC)C.FC(F)(F)C(O)=O. (2) Given the product [NH2:19][CH:17]([C:54]([OH:55])=[O:57])[CH2:9][C:8]1[CH:7]=[CH:15][CH:14]=[CH:13][CH:12]=1, predict the reactants needed to synthesize it. The reactants are: [C-]#N.NO.OC[C:7]1[CH:15]=[CH:14][CH:13]=[CH:12][C:8]=1[C:9](N)=O.C[C:17]([NH:19]CCCCCCNC(C)=O)=O.C1CCC(N=C=NC2CCCCC2)CC1.N1CCCCC1.CN([CH:54]=[O:55])C.C[O:57]C1C=CC(S(Cl)(=O)=O)=CC=1. (3) Given the product [CH3:1][C:2]1[CH:7]=[CH:6][C:5]([S:8]([CH2:13][C:14]([CH3:15])=[O:16])(=[O:10])=[O:9])=[CH:4][CH:3]=1, predict the reactants needed to synthesize it. The reactants are: [CH3:1][C:2]1[CH:7]=[CH:6][C:5]([S:8]([O-:10])=[O:9])=[CH:4][CH:3]=1.[Na+].Br[CH2:13][C:14](=[O:16])[CH3:15]. (4) Given the product [F:19][C:15]1[CH:14]=[C:13]([N:9]2[CH2:8][C@H:7]([CH2:6][N:20]3[CH:29]=[CH:28][N:22]=[N:21]3)[O:11][C:10]2=[O:12])[CH:18]=[CH:17][CH:16]=1, predict the reactants needed to synthesize it. The reactants are: CS(O[CH2:6][C@@H:7]1[O:11][C:10](=[O:12])[N:9]([C:13]2[CH:18]=[CH:17][CH:16]=[C:15]([F:19])[CH:14]=2)[CH2:8]1)(=O)=O.[N-:20]=[N+:21]=[N-:22].[Na+].C[Si]([C:28]#[CH:29])(C)C. (5) The reactants are: [C:1]([O:20][CH2:21][CH:22]1[O:24][CH2:23]1)(=[O:19])[CH2:2][CH2:3][CH2:4][CH2:5][CH2:6][CH2:7][CH2:8]/[CH:9]=[CH:10]\[CH2:11][CH2:12][CH2:13][CH2:14][CH2:15][CH2:16][CH2:17][CH3:18].C([O-])(=O)CCCCCCCCCCCCCCC.C([O-])(=O)CCCCCCC/C=C\C/C=C\CCCCC.CC/C=C\C/C=C\C/C=C\CCCCCCCC(O)=O. Given the product [C:1]([O:20][CH2:21][CH:22]1[O:24][CH2:23]1)(=[O:19])[CH2:2][CH2:3][CH2:4][CH2:5][CH2:6][CH2:7][CH2:8][CH2:9][CH2:10][CH2:11][CH2:12][CH2:13][CH2:14][CH2:15][CH2:16][CH2:17][CH3:18], predict the reactants needed to synthesize it. (6) Given the product [CH3:36][NH:37][C:12](=[O:13])[C:11]1[CH:15]=[CH:16][CH:17]=[C:9]([CH2:8][N:7]2[C:2](=[O:1])[CH:3]=[CH:4][C:5]([C:18]3[O:22][N:21]=[C:20]([C:23]4[CH:28]=[CH:27][C:26]([C:29]([CH3:34])([CH3:35])[C:30]([F:32])([F:31])[F:33])=[CH:25][CH:24]=4)[N:19]=3)=[N:6]2)[CH:10]=1, predict the reactants needed to synthesize it. The reactants are: [O:1]=[C:2]1[N:7]([CH2:8][C:9]2[CH:10]=[C:11]([CH:15]=[CH:16][CH:17]=2)[C:12](Cl)=[O:13])[N:6]=[C:5]([C:18]2[O:22][N:21]=[C:20]([C:23]3[CH:28]=[CH:27][C:26]([C:29]([CH3:35])([CH3:34])[C:30]([F:33])([F:32])[F:31])=[CH:25][CH:24]=3)[N:19]=2)[CH:4]=[CH:3]1.[CH3:36][NH2:37].